Regression. Given two drug SMILES strings and cell line genomic features, predict the synergy score measuring deviation from expected non-interaction effect. From a dataset of NCI-60 drug combinations with 297,098 pairs across 59 cell lines. (1) Drug 1: C1C(C(OC1N2C=C(C(=O)NC2=O)F)CO)O. Drug 2: CC=C1C(=O)NC(C(=O)OC2CC(=O)NC(C(=O)NC(CSSCCC=C2)C(=O)N1)C(C)C)C(C)C. Cell line: SNB-19. Synergy scores: CSS=43.2, Synergy_ZIP=-3.18, Synergy_Bliss=0.606, Synergy_Loewe=-13.6, Synergy_HSA=-0.380. (2) Synergy scores: CSS=54.7, Synergy_ZIP=0.921, Synergy_Bliss=6.56, Synergy_Loewe=-46.0, Synergy_HSA=5.17. Cell line: MOLT-4. Drug 2: CCC1(CC2CC(C3=C(CCN(C2)C1)C4=CC=CC=C4N3)(C5=C(C=C6C(=C5)C78CCN9C7C(C=CC9)(C(C(C8N6C)(C(=O)OC)O)OC(=O)C)CC)OC)C(=O)OC)O.OS(=O)(=O)O. Drug 1: CC12CCC(CC1=CCC3C2CCC4(C3CC=C4C5=CN=CC=C5)C)O. (3) Drug 1: C1=CC(=CC=C1CCC2=CNC3=C2C(=O)NC(=N3)N)C(=O)NC(CCC(=O)O)C(=O)O. Drug 2: C1C(C(OC1N2C=C(C(=O)NC2=O)F)CO)O. Cell line: PC-3. Synergy scores: CSS=70.8, Synergy_ZIP=8.25, Synergy_Bliss=3.63, Synergy_Loewe=7.29, Synergy_HSA=11.5. (4) Drug 1: CC1=C2C(C(=O)C3(C(CC4C(C3C(C(C2(C)C)(CC1OC(=O)C(C(C5=CC=CC=C5)NC(=O)OC(C)(C)C)O)O)OC(=O)C6=CC=CC=C6)(CO4)OC(=O)C)O)C)O. Drug 2: CC1CCC2CC(C(=CC=CC=CC(CC(C(=O)C(C(C(=CC(C(=O)CC(OC(=O)C3CCCCN3C(=O)C(=O)C1(O2)O)C(C)CC4CCC(C(C4)OC)OCCO)C)C)O)OC)C)C)C)OC. Cell line: BT-549. Synergy scores: CSS=9.08, Synergy_ZIP=2.37, Synergy_Bliss=5.97, Synergy_Loewe=4.09, Synergy_HSA=4.89. (5) Drug 1: C1=C(C(=O)NC(=O)N1)N(CCCl)CCCl. Drug 2: CC1=C(C=C(C=C1)C(=O)NC2=CC(=CC(=C2)C(F)(F)F)N3C=C(N=C3)C)NC4=NC=CC(=N4)C5=CN=CC=C5. Cell line: SF-268. Synergy scores: CSS=26.2, Synergy_ZIP=-6.53, Synergy_Bliss=-2.10, Synergy_Loewe=-4.52, Synergy_HSA=-3.81. (6) Drug 1: CC1=C(C(CCC1)(C)C)C=CC(=CC=CC(=CC(=O)O)C)C. Drug 2: CNC(=O)C1=NC=CC(=C1)OC2=CC=C(C=C2)NC(=O)NC3=CC(=C(C=C3)Cl)C(F)(F)F. Cell line: ACHN. Synergy scores: CSS=6.90, Synergy_ZIP=2.14, Synergy_Bliss=7.73, Synergy_Loewe=0.381, Synergy_HSA=3.25. (7) Drug 1: C1CCN(CC1)CCOC2=CC=C(C=C2)C(=O)C3=C(SC4=C3C=CC(=C4)O)C5=CC=C(C=C5)O. Drug 2: C1CCC(CC1)NC(=O)N(CCCl)N=O. Cell line: MDA-MB-231. Synergy scores: CSS=23.6, Synergy_ZIP=-1.14, Synergy_Bliss=1.72, Synergy_Loewe=-0.596, Synergy_HSA=-0.00111.